This data is from Full USPTO retrosynthesis dataset with 1.9M reactions from patents (1976-2016). The task is: Predict the reactants needed to synthesize the given product. (1) Given the product [Br:7][C:8]1[C:17]([O:18][S:19]([C:22]([F:23])([F:24])[F:25])(=[O:20])=[O:21])=[CH:16][C:11]([C:12]([O:14][CH3:15])=[O:13])=[CH:10][C:9]=1[OH:26], predict the reactants needed to synthesize it. The reactants are: C(=O)([O-])[O-].[Cs+].[Cs+].[Br:7][C:8]1[C:17]([O:18][S:19]([C:22]([F:25])([F:24])[F:23])(=[O:21])=[O:20])=[CH:16][C:11]([C:12]([O:14][CH3:15])=[O:13])=[CH:10][C:9]=1[O:26]S(C(F)(F)F)(=O)=O. (2) Given the product [C:24]([C:25]1[CH:26]=[CH:27][C:28]2[N:29]([CH:31]=[C:32]([C:34]([O:36][CH2:37][CH3:38])=[O:35])[N:33]=2)[CH:30]=1)#[CH:23], predict the reactants needed to synthesize it. The reactants are: [F-].C([N+](CCCC)(CCCC)CCCC)CCC.C[Si]([C:23]#[C:24][C:25]1[CH:26]=[CH:27][C:28]2[N:29]([CH:31]=[C:32]([C:34]([O:36][CH2:37][CH3:38])=[O:35])[N:33]=2)[CH:30]=1)(C)C.O.